From a dataset of Catalyst prediction with 721,799 reactions and 888 catalyst types from USPTO. Predict which catalyst facilitates the given reaction. (1) Reactant: [C:1]([CH2:3][CH2:4][O:5][CH2:6][O:7][C@@H:8]1[C@H:12]([OH:13])[C@@H:11]([CH2:14][OH:15])[O:10][C@H:9]1[N:16]1[CH:23]=[CH:22][C:20](=[O:21])[NH:19][C:17]1=[O:18])#[N:2].N1C=CC=CC=1.[CH3:30][O:31][C:32]1[CH:53]=[CH:52][C:35]([C:36](Cl)([C:45]2[CH:50]=[CH:49][CH:48]=[CH:47][CH:46]=2)[C:37]2[CH:42]=[CH:41][C:40]([O:43][CH3:44])=[CH:39][CH:38]=2)=[CH:34][CH:33]=1. Product: [CH3:44][O:43][C:40]1[CH:39]=[CH:38][C:37]([C:36]([O:15][CH2:14][C@H:11]2[O:10][C@@H:9]([N:16]3[CH:23]=[CH:22][C:20](=[O:21])[NH:19][C:17]3=[O:18])[C@H:8]([O:7][CH2:6][O:5][CH2:4][CH2:3][C:1]#[N:2])[C@@H:12]2[OH:13])([C:45]2[CH:46]=[CH:47][CH:48]=[CH:49][CH:50]=2)[C:35]2[CH:52]=[CH:53][C:32]([O:31][CH3:30])=[CH:33][CH:34]=2)=[CH:42][CH:41]=1. The catalyst class is: 5. (2) Reactant: [CH3:1][C:2]1([C:5]([C:7]2[C:15]3[C:10](=[N:11][CH:12]=[C:13]([C:16]4[CH:21]=[C:20]([O:22][CH3:23])[C:19]([O:24][CH3:25])=[C:18]([O:26][CH3:27])[CH:17]=4)[N:14]=3)[N:9]([Si](C(C)C)(C(C)C)C(C)C)[CH:8]=2)=[O:6])[CH2:4][CH2:3]1.[F-].C([N+](CCCC)(CCCC)CCCC)CCC. Product: [CH3:1][C:2]1([C:5]([C:7]2[C:15]3[C:10](=[N:11][CH:12]=[C:13]([C:16]4[CH:21]=[C:20]([O:22][CH3:23])[C:19]([O:24][CH3:25])=[C:18]([O:26][CH3:27])[CH:17]=4)[N:14]=3)[NH:9][CH:8]=2)=[O:6])[CH2:4][CH2:3]1. The catalyst class is: 7. (3) Reactant: [NH2:1][CH2:2][CH2:3][O:4][CH2:5][CH2:6][OH:7].[C:8](=O)([O:14]C(C)(C)C)[O:9][C:10]([CH3:13])([CH3:12])[CH3:11]. Product: [C:10]([O:9][C:8]([NH:1][CH2:2][CH2:3][O:4][CH2:5][CH2:6][OH:7])=[O:14])([CH3:13])([CH3:12])[CH3:11]. The catalyst class is: 5. (4) Reactant: [Cl:1][C:2]1[CH:3]=[C:4]([CH2:12][CH2:13][C:14]2([CH:22]3[CH2:26][CH2:25][CH2:24][CH2:23]3)[O:19][C:18](=[O:20])[CH2:17][C:16](=[O:21])[CH2:15]2)[CH:5]=[CH:6][C:7]=1[O:8][CH:9]([CH3:11])[CH3:10].[CH3:27][C:28]1[CH:33]=[C:32]([CH3:34])[N:31]2[N:35]=[C:36]([CH:38]=O)[N:37]=[C:30]2[N:29]=1.N(C)C.Cl. Product: [Cl:1][C:2]1[CH:3]=[C:4]([CH2:12][CH2:13][C:14]2([CH:22]3[CH2:26][CH2:25][CH2:24][CH2:23]3)[O:19][C:18](=[O:20])[C:17]([CH2:38][C:36]3[N:37]=[C:30]4[N:29]=[C:28]([CH3:27])[CH:33]=[C:32]([CH3:34])[N:31]4[N:35]=3)=[C:16]([OH:21])[CH2:15]2)[CH:5]=[CH:6][C:7]=1[O:8][CH:9]([CH3:10])[CH3:11]. The catalyst class is: 100. (5) Reactant: [SH:1][C:2]1[N:6]([C:7]2[CH:12]=[CH:11][C:10]([CH3:13])=[CH:9][CH:8]=2)[C:5]([CH:14]=[O:15])=[CH:4][N:3]=1.[F:16][C:17]1[CH:23]=[CH:22][C:20]([NH2:21])=[CH:19][CH:18]=1.C([BH3-])#N.[Na+]. Product: [F:16][C:17]1[CH:23]=[CH:22][C:20]([NH:21][C:14]([C:5]2[N:6]([C:7]3[CH:8]=[CH:9][C:10]([CH3:13])=[CH:11][CH:12]=3)[C:2]([SH:1])=[N:3][CH:4]=2)=[O:15])=[CH:19][CH:18]=1. The catalyst class is: 640. (6) Reactant: [CH3:1][N:2]1[CH2:7][CH2:6][N:5]([C:8]2[N:13]3[CH:14]=[C:15]([CH:17]=O)[N:16]=[C:12]3[CH:11]=[CH:10][CH:9]=2)[CH2:4][CH2:3]1.[CH3:19][O:20][C:21]1[CH:26]=[CH:25][C:24]([C@@H:27]([NH:29][C@@H:30]2[C:39]3[N:38]=[CH:37][CH:36]=[CH:35][C:34]=3[CH2:33][CH2:32][CH2:31]2)[CH3:28])=[CH:23][CH:22]=1.C(O)(=O)C.C(O[BH-](OC(=O)C)OC(=O)C)(=O)C.[Na+]. Product: [CH3:19][O:20][C:21]1[CH:22]=[CH:23][C:24]([C@@H:27]([N:29]([CH2:17][C:15]2[N:16]=[C:12]3[CH:11]=[CH:10][CH:9]=[C:8]([N:5]4[CH2:4][CH2:3][N:2]([CH3:1])[CH2:7][CH2:6]4)[N:13]3[CH:14]=2)[C@@H:30]2[C:39]3[N:38]=[CH:37][CH:36]=[CH:35][C:34]=3[CH2:33][CH2:32][CH2:31]2)[CH3:28])=[CH:25][CH:26]=1. The catalyst class is: 576.